Dataset: Full USPTO retrosynthesis dataset with 1.9M reactions from patents (1976-2016). Task: Predict the reactants needed to synthesize the given product. (1) Given the product [Br:1][C:2]1[CH:7]=[CH:6][N:5]=[C:4]2[N:8]([S:11]([C:14]3[CH:20]=[CH:19][C:17]([CH3:18])=[CH:16][CH:15]=3)(=[O:13])=[O:12])[C:9]([I:49])=[CH:10][C:3]=12, predict the reactants needed to synthesize it. The reactants are: [Br:1][C:2]1[CH:7]=[CH:6][N:5]=[C:4]2[N:8]([S:11]([C:14]3[CH:20]=[CH:19][C:17]([CH3:18])=[CH:16][CH:15]=3)(=[O:13])=[O:12])[CH:9]=[CH:10][C:3]=12.C([N-]C(C)C)(C)C.[Li+].CCCCCCC.O1CCCC1.C(C1C=CC=CC=1)C.[I:49]I.S([O-])([O-])(=O)=S.[Na+].[Na+]. (2) Given the product [CH2:1]([O:4][C:5]([N:6]([CH2:7][CH:8]1[CH2:9][CH2:10][N:11]([C:27]2([CH2:26][C:24]#[N:25])[CH2:28][N:29]([C:31]([O:33][C:34]([CH3:35])([CH3:36])[CH3:37])=[O:32])[CH2:30]2)[CH2:12][CH2:13]1)[C@@H:14]1[CH2:16][C@H:15]1[C:17]1[CH:18]=[CH:19][CH:20]=[CH:21][CH:22]=1)=[O:23])[CH:2]=[CH2:3], predict the reactants needed to synthesize it. The reactants are: [CH2:1]([O:4][C:5](=[O:23])[N:6]([C@@H:14]1[CH2:16][C@H:15]1[C:17]1[CH:22]=[CH:21][CH:20]=[CH:19][CH:18]=1)[CH2:7][CH:8]1[CH2:13][CH2:12][NH:11][CH2:10][CH2:9]1)[CH:2]=[CH2:3].[C:24]([CH:26]=[C:27]1[CH2:30][N:29]([C:31]([O:33][C:34]([CH3:37])([CH3:36])[CH3:35])=[O:32])[CH2:28]1)#[N:25].C1CCN2C(=NCCC2)CC1. (3) Given the product [CH3:30][C:24]([C:16]1[CH:17]=[C:18]2[C:23](=[C:14]([C:10]3[CH:9]=[C:8]([C:3]4[C:2]([C:37]5[CH:38]=[CH:39][C:34]([C:31](=[O:33])[CH3:32])=[CH:35][CH:36]=5)=[CH:7][CH:6]=[CH:5][CH:4]=4)[CH:13]=[CH:12][CH:11]=3)[CH:15]=1)[N:22]=[CH:21][CH:20]=[CH:19]2)([S:26]([CH3:29])(=[O:28])=[O:27])[CH3:25], predict the reactants needed to synthesize it. The reactants are: Br[C:2]1[CH:7]=[CH:6][CH:5]=[CH:4][C:3]=1[C:8]1[CH:13]=[CH:12][CH:11]=[C:10]([C:14]2[CH:15]=[C:16]([C:24]([CH3:30])([S:26]([CH3:29])(=[O:28])=[O:27])[CH3:25])[CH:17]=[C:18]3[C:23]=2[N:22]=[CH:21][CH:20]=[CH:19]3)[CH:9]=1.[C:31]([C:34]1[CH:39]=[CH:38][C:37](B(O)O)=[CH:36][CH:35]=1)(=[O:33])[CH3:32]. (4) The reactants are: Br[C:2]1[CH:7]=[CH:6][CH:5]=[C:4]([O:8][CH3:9])[N:3]=1.C([Li])CCC.CCCCCC.[O:21]1[CH:25]=[CH:24][CH:23]=[C:22]1[C:26]1[N:27]=[C:28]([NH:37][C:38]([C:40]2[CH:45]=[CH:44][N:43]=[CH:42][CH:41]=2)=[O:39])[S:29][C:30]=1[C:31](=[O:36])N(OC)C.[Cl-].[NH4+]. Given the product [O:21]1[CH:25]=[CH:24][CH:23]=[C:22]1[C:26]1[N:27]=[C:28]([NH:37][C:38]([C:40]2[CH:41]=[CH:42][N:43]=[CH:44][CH:45]=2)=[O:39])[S:29][C:30]=1[C:31]([C:2]1[CH:7]=[CH:6][CH:5]=[C:4]([O:8][CH3:9])[N:3]=1)=[O:36], predict the reactants needed to synthesize it. (5) The reactants are: C(OC(N1CCNC[C@@H]1C)=O)(C)(C)C.FC(F)(F)CCI.C(N(CC)CC)C.C(=O)([O-])O.[Na+].C(OC([N:41]1[CH2:46][CH2:45][N:44]([CH2:47][CH2:48][C:49]([F:52])([F:51])[F:50])[CH2:43][C@@H:42]1[CH3:53])=O)(C)(C)C.[F:54][C:55]([F:60])([F:59])[C:56]([OH:58])=[O:57]. Given the product [F:54][C:55]([F:60])([F:59])[C:56]([OH:58])=[O:57].[CH3:53][C@@H:42]1[NH:41][CH2:46][CH2:45][N:44]([CH2:47][CH2:48][C:49]([F:52])([F:50])[F:51])[CH2:43]1, predict the reactants needed to synthesize it.